This data is from Reaction yield outcomes from USPTO patents with 853,638 reactions. The task is: Predict the reaction yield, written as a fraction of the theoretical maximum amount of product (1.0 means a 100% yield; for example, 0.34 means a 34% yield). The reactants are [Mg].Br[CH2:3][CH2:4]Br.Br[C:7]1[CH2:8][C:9]2[C:14]([CH:15]=1)=[CH:13][CH:12]=[CH:11][CH:10]=2.Cl[Si:17]([CH3:23])([CH3:22])[Si:18]([CH3:21])([CH3:20])Cl. The catalyst is O1CCCC1. The product is [CH2:8]1[C:9]2[C:14](=[CH:13][CH:12]=[CH:11][CH:10]=2)[CH:15]=[C:7]1[Si:17]([CH3:23])([CH3:22])[Si:18]([C:12]1[CH2:13][C:14]2[C:3]([CH:4]=1)=[CH:9][CH:8]=[CH:7][CH:15]=2)([CH3:21])[CH3:20]. The yield is 0.860.